Dataset: Forward reaction prediction with 1.9M reactions from USPTO patents (1976-2016). Task: Predict the product of the given reaction. (1) Given the reactants Br[C:2]1[CH:3]=[CH:4][C:5]([F:18])=[C:6]([C:8]2([CH:15]([F:17])[F:16])[CH2:13][CH2:12][O:11][C:10]([NH2:14])=[N:9]2)[CH:7]=1.[Cl:19][C:20]1[CH:21]=[C:22](B(O)O)[CH:23]=[N:24][CH:25]=1, predict the reaction product. The product is: [Cl:19][C:20]1[CH:21]=[C:22]([C:2]2[CH:3]=[CH:4][C:5]([F:18])=[C:6]([C:8]3([CH:15]([F:17])[F:16])[CH2:13][CH2:12][O:11][C:10]([NH2:14])=[N:9]3)[CH:7]=2)[CH:23]=[N:24][CH:25]=1. (2) Given the reactants [F:1][C:2]([F:34])([F:33])[CH2:3][CH2:4][CH:5]([NH:22][C:23]1[CH:32]=[CH:31][C:26]([C:27]([O:29][CH3:30])=[O:28])=[CH:25][CH:24]=1)[C:6]1[CH:11]=[CH:10][C:9](B2OC(C)(C)C(C)(C)O2)=[CH:8][C:7]=1[CH3:21].[Cl:35][C:36]1[CH:37]=[N:38][C:39](I)=[N:40][CH:41]=1.COC1C=CC=C(OC)C=1C1C=CC=CC=1P(C1CCCCC1)C1CCCCC1.C(=O)([O-])[O-].[Cs+].[Cs+].[Cl-].[NH4+], predict the reaction product. The product is: [Cl:35][C:36]1[CH:37]=[N:38][C:39]([C:9]2[CH:10]=[CH:11][C:6]([CH:5]([NH:22][C:23]3[CH:24]=[CH:25][C:26]([C:27]([O:29][CH3:30])=[O:28])=[CH:31][CH:32]=3)[CH2:4][CH2:3][C:2]([F:34])([F:33])[F:1])=[C:7]([CH3:21])[CH:8]=2)=[N:40][CH:41]=1. (3) Given the reactants [CH2:1]([O:3][C:4]([C:6]1[CH:10]=[CH:9][NH:8][C:7]=1[CH3:11])=[O:5])[CH3:2].[F:12][C:13]1[CH:14]=[C:15]([CH:18]=[CH:19][CH:20]=1)[CH2:16]Br, predict the reaction product. The product is: [CH2:1]([O:3][C:4]([C:6]1[CH:10]=[CH:9][N:8]([CH2:16][C:15]2[CH:18]=[CH:19][CH:20]=[C:13]([F:12])[CH:14]=2)[C:7]=1[CH3:11])=[O:5])[CH3:2]. (4) Given the reactants [N:1]1[CH:6]=[C:5]([OH:7])[CH:4]=[CH:3][C:2]=1[OH:8].[H-].[Na+].[Br:11][C:12]1[CH:13]=[C:14]([N+]([O-])=O)[C:15]([C:18]#[N:19])=[N:16][CH:17]=1.[CH3:23]I, predict the reaction product. The product is: [Br:11][C:12]1[CH:13]=[C:14]([O:7][C:5]2[CH:4]=[CH:3][C:2](=[O:8])[N:1]([CH3:23])[CH:6]=2)[C:15]([C:18]#[N:19])=[N:16][CH:17]=1. (5) Given the reactants F[C:2]1[CH:3]=[C:4]2[C:8](=[CH:9][CH:10]=1)[C:7](=[O:11])[CH2:6][CH2:5]2.Cl.[NH:13]1[CH2:16][CH2:15][CH2:14]1.C([O-])([O-])=O.[K+].[K+], predict the reaction product. The product is: [N:13]1([C:2]2[CH:3]=[C:4]3[C:8](=[CH:9][CH:10]=2)[C:7](=[O:11])[CH2:6][CH2:5]3)[CH2:16][CH2:15][CH2:14]1. (6) The product is: [CH3:37][N:34]1[CH2:33][CH2:32][N:31]([C:27]2[N:26]3[CH:38]=[C:23]([CH2:22][N:11]([C@@H:12]4[C:21]5[N:20]=[CH:19][CH:18]=[CH:17][C:16]=5[CH2:15][CH2:14][CH2:13]4)[CH2:9][CH2:41][CH2:42][OH:43])[N:24]=[C:25]3[CH:30]=[CH:29][CH:28]=2)[CH2:36][CH2:35]1. Given the reactants COC1C=CC([C@@H:9]([N:11]([CH2:22][C:23]2[N:24]=[C:25]3[CH:30]=[CH:29][CH:28]=[C:27]([N:31]4[CH2:36][CH2:35][N:34]([CH3:37])[CH2:33][CH2:32]4)[N:26]3[CH:38]=2)[C@@H:12]2[C:21]3[N:20]=[CH:19][CH:18]=[CH:17][C:16]=3[CH2:15][CH2:14][CH2:13]2)C)=CC=1.BrC[CH2:41][CH2:42][O:43][Si](C(C)(C)C)(C)C, predict the reaction product.